Dataset: Full USPTO retrosynthesis dataset with 1.9M reactions from patents (1976-2016). Task: Predict the reactants needed to synthesize the given product. (1) Given the product [O:14]=[C:15]([OH:27])[C@@H:16]([C@H:18]([C@H:20]([C@@H:22]([C:24]([OH:26])=[O:25])[OH:23])[OH:21])[OH:19])[OH:17].[CH3:1][NH:2][CH:3]([CH2:5]/[CH:6]=[CH:7]/[C:8]1[CH:9]=[N:10][CH:11]=[CH:12][CH:13]=1)[CH3:4].[CH3:1][NH:2][CH:3]([CH2:5]/[CH:6]=[CH:7]/[C:8]1[CH:9]=[N:10][CH:11]=[CH:12][CH:13]=1)[CH3:4], predict the reactants needed to synthesize it. The reactants are: [CH3:1][NH:2][CH:3]([CH2:5]/[CH:6]=[CH:7]/[C:8]1[CH:9]=[N:10][CH:11]=[CH:12][CH:13]=1)[CH3:4].[O:14]=[C:15]([OH:27])[C@@H:16]([C@H:18]([C@H:20]([C@@H:22]([C:24]([OH:26])=[O:25])[OH:23])[OH:21])[OH:19])[OH:17].O. (2) Given the product [OH:39][C@H:38]([C:29]1[CH:30]=[CH:31][C:32]2[C:33](=[O:37])[O:34][CH2:35][C:36]=2[C:28]=1[CH3:27])[CH2:40][N:24]1[CH2:25][CH2:26][CH:21]([CH2:20][S:19][C:15]2[CH:14]=[C:13]3[C:18](=[CH:17][CH:16]=2)[C:9](=[O:8])[O:10][CH2:11][CH2:12]3)[CH2:22][CH2:23]1, predict the reactants needed to synthesize it. The reactants are: FC(F)(F)C([O-])=O.[O:8]=[C:9]1[C:18]2[C:13](=[CH:14][C:15]([S:19][CH2:20][CH:21]3[CH2:26][CH2:25][NH2+:24][CH2:23][CH2:22]3)=[CH:16][CH:17]=2)[CH2:12][CH2:11][O:10]1.[CH3:27][C:28]1[C:36]2[CH2:35][O:34][C:33](=[O:37])[C:32]=2[CH:31]=[CH:30][C:29]=1[C@@H:38]1[CH2:40][O:39]1. (3) Given the product [Br:27][C:28]1[CH:33]=[CH:32][C:31]([C@H:34]2[CH2:39][C@@H:38]([C:40]([F:42])([F:43])[F:41])[N:37]3[N:44]=[CH:45][C:46]([C:47]([O:49][CH2:50][CH3:51])=[O:48])=[C:36]3[NH:35]2)=[CH:30][CH:29]=1, predict the reactants needed to synthesize it. The reactants are: C(C1C=CC([C@H]2C[C@@H](C(F)(F)F)N3N=CC(C(OCC)=O)=C3N2)=CC=1)C.[Br:27][C:28]1[CH:33]=[CH:32][C:31]([C:34]2[CH:39]=[C:38]([C:40]([F:43])([F:42])[F:41])[N:37]3[N:44]=[CH:45][C:46]([C:47]([O:49][CH2:50][CH3:51])=[O:48])=[C:36]3[N:35]=2)=[CH:30][CH:29]=1.[BH4-].[Na+]. (4) Given the product [CH3:19][N:11]1[N:10]=[C:9]([CH2:8][C:7]2[CH:15]=[CH:16][C:4]([N+:1]([O-:3])=[O:2])=[CH:5][CH:6]=2)[O:13][C:12]1=[O:14], predict the reactants needed to synthesize it. The reactants are: [N+:1]([C:4]1[CH:16]=[CH:15][C:7]([CH2:8][C:9]2[O:13][C:12](=[O:14])[NH:11][N:10]=2)=[CH:6][CH:5]=1)([O-:3])=[O:2].IC.[CH3:19]N(C)C=O.[H-].[Na+]. (5) Given the product [Cl:1][C:2]1[CH:7]=[CH:6][C:5]([C:8]2([CH2:11][C:12]([NH:13][N:14]3[N:26]=[C:25]([C:27]([F:30])([F:29])[F:28])[C:24]4[C:19](=[CH:20][CH:21]=[CH:22][CH:23]=4)[C:18]3=[O:31])=[O:43])[CH2:10][CH2:9]2)=[CH:4][CH:3]=1, predict the reactants needed to synthesize it. The reactants are: [Cl:1][C:2]1[CH:7]=[CH:6][C:5]([C:8]2([C:11](=O)[CH:12]=[N+:13]=[N-:14])[CH2:10][CH2:9]2)=[CH:4][CH:3]=1.NN1[N:26]=[C:25]([C:27]([F:30])([F:29])[F:28])[C:24]2[C:19](=[CH:20][CH:21]=[CH:22][CH:23]=2)[C:18]1=[O:31].C(N(CC)CC)C.CN(C=[O:43])C. (6) Given the product [CH3:1][N:2]([CH3:19])[CH2:3][C:4]([NH:6][C:7]1[CH:8]=[CH:9][C:10]([C@@H:13]2[O:18][CH2:17][CH2:16][N:15]([C:21]3[N:26]([CH3:27])[C:25](=[O:28])[CH:24]=[C:23]([C:29]4[CH:34]=[CH:33][N:32]=[CH:31][C:30]=4[F:35])[N:22]=3)[CH2:14]2)=[CH:11][CH:12]=1)=[O:5], predict the reactants needed to synthesize it. The reactants are: [CH3:1][N:2]([CH3:19])[CH2:3][C:4]([NH:6][C:7]1[CH:12]=[CH:11][C:10]([C@@H:13]2[O:18][CH2:17][CH2:16][NH:15][CH2:14]2)=[CH:9][CH:8]=1)=[O:5].Cl[C:21]1[N:26]([CH3:27])[C:25](=[O:28])[CH:24]=[C:23]([C:29]2[CH:34]=[CH:33][N:32]=[CH:31][C:30]=2[F:35])[N:22]=1.C(N(CC)CC)C.